From a dataset of Full USPTO retrosynthesis dataset with 1.9M reactions from patents (1976-2016). Predict the reactants needed to synthesize the given product. (1) Given the product [F:26][C:27]([C:30]1[CH:34]=[C:33]([NH:35][C:36]([NH:22][C:21]2[CH:23]=[CH:24][CH:25]=[C:19]([O:18][C:6]3[C:5]4[C:10](=[CH:11][C:12]([O:13][CH2:14][CH2:15][O:16][CH3:17])=[C:3]([O:2][CH3:1])[CH:4]=4)[N:9]=[CH:8][N:7]=3)[CH:20]=2)=[O:37])[O:32][N:31]=1)([CH3:28])[CH3:29], predict the reactants needed to synthesize it. The reactants are: [CH3:1][O:2][C:3]1[CH:4]=[C:5]2[C:10](=[CH:11][C:12]=1[O:13][CH2:14][CH2:15][O:16][CH3:17])[N:9]=[CH:8][N:7]=[C:6]2[O:18][C:19]1[CH:20]=[C:21]([CH:23]=[CH:24][CH:25]=1)[NH2:22].[F:26][C:27]([C:30]1[CH:34]=[C:33]([NH:35][C:36](=O)[O:37]C2C=CC=CC=2)[O:32][N:31]=1)([CH3:29])[CH3:28].COC1C=C2C(=CC=1OC)N=CN=C2OC1C=C(NC(NC2ON=C(C(C)C)C=2)=O)C=CC=1. (2) Given the product [C:1]([O:5][C:6](=[O:18])[NH:7][CH:8]([C:10]1[CH:15]=[CH:14][C:13]([NH2:16])=[C:12]([C:26]#[C:25][C:19]2[CH:24]=[CH:23][CH:22]=[CH:21][CH:20]=2)[CH:11]=1)[CH3:9])([CH3:4])([CH3:3])[CH3:2], predict the reactants needed to synthesize it. The reactants are: [C:1]([O:5][C:6](=[O:18])[NH:7][CH:8]([C:10]1[CH:15]=[CH:14][C:13]([NH2:16])=[C:12](I)[CH:11]=1)[CH3:9])([CH3:4])([CH3:3])[CH3:2].[C:19]1([C:25]#[CH:26])[CH:24]=[CH:23][CH:22]=[CH:21][CH:20]=1. (3) Given the product [F:11][C:12]1[C:20]([NH:21][S:22]([CH2:25][CH2:26][CH3:27])(=[O:23])=[O:24])=[CH:19][CH:18]=[C:17]([F:28])[C:13]=1[C:14]([NH:10][C:8]1[CH:9]=[C:4]2[CH:3]=[CH:2][NH:1][C:5]2=[N:6][CH:7]=1)=[O:15], predict the reactants needed to synthesize it. The reactants are: [NH:1]1[C:5]2=[N:6][CH:7]=[C:8]([NH2:10])[CH:9]=[C:4]2[CH:3]=[CH:2]1.[F:11][C:12]1[C:20]([NH:21][S:22]([CH2:25][CH2:26][CH3:27])(=[O:24])=[O:23])=[CH:19][CH:18]=[C:17]([F:28])[C:13]=1[C:14](O)=[O:15].CCN=C=NCCCN(C)C.C1C=CC2N(O)N=NC=2C=1. (4) Given the product [CH3:38][C:36]([CH3:39])([O:35][C:33]([N:7]([C:5]([O:4][C:2]([CH3:40])([CH3:3])[CH3:1])=[O:6])[C:8]1[C:13]([C:14]2[N:18]([C:19]3[CH:24]=[CH:23][CH:22]=[C:21]([F:25])[C:20]=3[F:26])[N:17]=[N:16][N:15]=2)=[CH:12][C:11]([C:27]#[CH:28])=[CH:10][N:9]=1)=[O:34])[CH3:37], predict the reactants needed to synthesize it. The reactants are: [CH3:1][C:2]([CH3:40])([O:4][C:5]([N:7]([C:33]([O:35][C:36]([CH3:39])([CH3:38])[CH3:37])=[O:34])[C:8]1[C:13]([C:14]2[N:18]([C:19]3[CH:24]=[CH:23][CH:22]=[C:21]([F:25])[C:20]=3[F:26])[N:17]=[N:16][N:15]=2)=[CH:12][C:11]([C:27]#[C:28][Si](C)(C)C)=[CH:10][N:9]=1)=[O:6])[CH3:3].O.[F-].C([N+](CCCC)(CCCC)CCCC)CCC. (5) Given the product [ClH:1].[CH3:18][O:19][C:20]1[CH:25]=[CH:24][C:23]([O:26][CH3:27])=[CH:22][C:21]=1[NH:28][C:2]1[C:3]2[C:10]([CH3:11])=[C:9]([C:12]3[CH:17]=[CH:16][CH:15]=[CH:14][CH:13]=3)[S:8][C:4]=2[N:5]=[CH:6][N:7]=1, predict the reactants needed to synthesize it. The reactants are: [Cl:1][C:2]1[C:3]2[C:10]([CH3:11])=[C:9]([C:12]3[CH:17]=[CH:16][CH:15]=[CH:14][CH:13]=3)[S:8][C:4]=2[N:5]=[CH:6][N:7]=1.[CH3:18][O:19][C:20]1[CH:25]=[CH:24][C:23]([O:26][CH3:27])=[CH:22][C:21]=1[NH2:28]. (6) Given the product [F:30][C:4]1[CH:3]=[C:2]([NH:1][C:57]([NH:56][C:54](=[O:55])[CH2:53][C:50]2[CH:51]=[CH:52][C:47]([F:46])=[CH:48][CH:49]=2)=[S:58])[CH:29]=[CH:28][C:5]=1[O:6][C:7]1[N:12]=[CH:11][N:10]=[C:9]([NH:13][C:14]([N:16]2[CH2:21][CH2:20][CH:19]([CH2:22][N:23]3[CH2:27][CH2:26][CH2:25][CH2:24]3)[CH2:18][CH2:17]2)=[O:15])[CH:8]=1, predict the reactants needed to synthesize it. The reactants are: [NH2:1][C:2]1[CH:29]=[CH:28][C:5]([O:6][C:7]2[N:12]=[CH:11][N:10]=[C:9]([NH:13][C:14]([N:16]3[CH2:21][CH2:20][CH:19]([CH2:22][N:23]4[CH2:27][CH2:26][CH2:25][CH2:24]4)[CH2:18][CH2:17]3)=[O:15])[CH:8]=2)=[C:4]([F:30])[CH:3]=1.[C@]12(CS(O)(=O)=O)C(C)(C)C(CC1)CC2=O.[F:46][C:47]1[CH:52]=[CH:51][C:50]([CH2:53][C:54]([N:56]=[C:57]=[S:58])=[O:55])=[CH:49][CH:48]=1.C(OCC)C. (7) Given the product [Cl:28][C:29]1[CH:34]=[C:33]([C:35]([NH:1][C:2]2[CH:3]=[CH:4][C:5]([CH3:27])=[C:6]([N:8]3[C:17](=[O:18])[C:16]4[C:11](=[CH:12][CH:13]=[C:14]([N:19]5[CH2:25][CH2:24][CH2:23][N:22]([CH3:26])[CH2:21][CH2:20]5)[CH:15]=4)[N:10]=[CH:9]3)[CH:7]=2)=[O:36])[CH:32]=[CH:31][N:30]=1, predict the reactants needed to synthesize it. The reactants are: [NH2:1][C:2]1[CH:3]=[CH:4][C:5]([CH3:27])=[C:6]([N:8]2[C:17](=[O:18])[C:16]3[C:11](=[CH:12][CH:13]=[C:14]([N:19]4[CH2:25][CH2:24][CH2:23][N:22]([CH3:26])[CH2:21][CH2:20]4)[CH:15]=3)[N:10]=[CH:9]2)[CH:7]=1.[Cl:28][C:29]1[CH:34]=[C:33]([C:35](Cl)=[O:36])[CH:32]=[CH:31][N:30]=1.